This data is from Full USPTO retrosynthesis dataset with 1.9M reactions from patents (1976-2016). The task is: Predict the reactants needed to synthesize the given product. (1) Given the product [Cl:1][C:2]1[CH:7]=[CH:6][CH:5]=[C:4]2[C:3]=1[C:11](=[O:19])[O:12][CH:8]2[OH:9], predict the reactants needed to synthesize it. The reactants are: [Cl:1][C:2]1[CH:3]=[C:4]([CH:8]2[O:12][CH2:11]C[O:9]2)[CH:5]=[CH:6][CH:7]=1.C([Li])(CC)C.C(=O)=[O:19]. (2) Given the product [CH:1]1([C:4]2[C:13]([I:16])=[CH:12][C:7]([C:8]([O:10][CH3:11])=[O:9])=[C:6]([CH2:14][CH3:15])[CH:5]=2)[CH2:2][CH2:3]1, predict the reactants needed to synthesize it. The reactants are: [CH:1]1([C:4]2[CH:13]=[CH:12][C:7]([C:8]([O:10][CH3:11])=[O:9])=[C:6]([CH2:14][CH3:15])[CH:5]=2)[CH2:3][CH2:2]1.[I:16]I.S(=O)(=O)(O)O. (3) Given the product [ClH:17].[O:1]=[S:2]1(=[O:16])[CH2:7][CH2:6][CH2:5][CH2:4][N:3]1[C:8]1[CH:15]=[CH:14][CH:13]=[CH:12][C:9]=1[CH2:10][NH2:11], predict the reactants needed to synthesize it. The reactants are: [O:1]=[S:2]1(=[O:16])[CH2:7][CH2:6][CH2:5][CH2:4][N:3]1[C:8]1[CH:15]=[CH:14][CH:13]=[CH:12][C:9]=1[C:10]#[N:11].[ClH:17]. (4) Given the product [CH2:12]([C:16]1[CH:21]=[CH:20][C:19]([CH2:22][CH2:23][CH:24]=[O:25])=[C:18]([CH3:26])[CH:17]=1)[CH:13]([CH3:15])[CH3:14], predict the reactants needed to synthesize it. The reactants are: [Cr](Cl)([O-])(=O)=O.[NH+]1C=CC=CC=1.[CH2:12]([C:16]1[CH:21]=[CH:20][C:19]([CH2:22][CH2:23][CH2:24][OH:25])=[C:18]([CH3:26])[CH:17]=1)[CH:13]([CH3:15])[CH3:14]. (5) Given the product [Cl:2][C:3]1[N:4]=[C:5]([N:20]2[CH2:25][CH2:24][O:23][CH2:22][CH2:21]2)[C:6]2[S:11][C:10]([CH2:12][N:13]3[CH2:18][CH2:17][N:16]([C:26](=[O:30])[C@@H:27]([OH:28])[CH3:29])[CH2:15][CH2:14]3)=[C:9]([CH3:19])[C:7]=2[N:8]=1, predict the reactants needed to synthesize it. The reactants are: Cl.[Cl:2][C:3]1[N:4]=[C:5]([N:20]2[CH2:25][CH2:24][O:23][CH2:22][CH2:21]2)[C:6]2[S:11][C:10]([CH2:12][N:13]3[CH2:18][CH2:17][NH:16][CH2:15][CH2:14]3)=[C:9]([CH3:19])[C:7]=2[N:8]=1.[C:26](O)(=[O:30])[CH:27]([CH3:29])[OH:28]. (6) Given the product [CH:1]1([NH:4][C:38](=[O:39])[C:37]2[CH:41]=[C:33]([CH2:32][C:26]3[C:27](=[O:31])[C:28]([O:29][CH3:30])=[C:23]([O:22][CH3:21])[C:24](=[O:51])[C:25]=3[CH3:50])[CH:34]=[CH:35][C:36]=2[O:42][CH2:43][C:44]2[CH:45]=[N:46][CH:47]=[CH:48][CH:49]=2)[CH2:3][CH2:2]1, predict the reactants needed to synthesize it. The reactants are: [CH:1]1([NH2:4])[CH2:3][CH2:2]1.C(N(CC)CC)C.[Cl-].ClC1N(C)CC[NH+]1C.[CH3:21][O:22][C:23]1[C:24](=[O:51])[C:25]([CH3:50])=[C:26]([CH2:32][C:33]2[CH:34]=[CH:35][C:36]([O:42][CH2:43][C:44]3[CH:45]=[N:46][CH:47]=[CH:48][CH:49]=3)=[C:37]([CH:41]=2)[C:38](O)=[O:39])[C:27](=[O:31])[C:28]=1[O:29][CH3:30]. (7) Given the product [Cl:1][C:2]1[N:7]=[C:6]([NH:29][C:26]2[CH:25]=[C:24]([CH:21]3[CH2:23][CH2:22]3)[NH:28][N:27]=2)[C:5]([N+:9]([O-:11])=[O:10])=[CH:4][N:3]=1, predict the reactants needed to synthesize it. The reactants are: [Cl:1][C:2]1[N:7]=[C:6](Cl)[C:5]([N+:9]([O-:11])=[O:10])=[CH:4][N:3]=1.CCN(C(C)C)C(C)C.[CH:21]1([C:24]2[NH:28][N:27]=[C:26]([NH2:29])[CH:25]=2)[CH2:23][CH2:22]1. (8) Given the product [CH2:8]([NH:12][C:13]1[N:21]=[C:20]2[C:16]([N:17]=[C:18]([O:22][CH3:23])[N:19]2[CH2:26][CH2:27][CH2:28][CH:29]2[CH2:33][CH2:32][CH2:31][O:30]2)=[C:15]([NH2:24])[N:14]=1)[CH2:9][CH2:10][CH3:11], predict the reactants needed to synthesize it. The reactants are: FC(F)(F)C(O)=O.[CH2:8]([NH:12][C:13]1[NH:21][C:20]2[C:16]([N:17]=[C:18]([O:22][CH3:23])[N:19]=2)=[C:15]([NH2:24])[N:14]=1)[CH2:9][CH2:10][CH3:11].Br[CH2:26][CH2:27][CH2:28][CH:29]1[CH2:33][CH2:32][CH2:31][O:30]1. (9) The reactants are: [C:1]1([P:7]([C:14]2[CH:19]=[CH:18][CH:17]=[CH:16][CH:15]=2)[C:8]2[CH:13]=[CH:12][CH:11]=[CH:10][CH:9]=2)[CH:6]=[CH:5][CH:4]=[CH:3][CH:2]=1.[Br:20][CH2:21][C:22]1[N:23]=[N:24][N:25]([C:27]2[CH:32]=[CH:31][CH:30]=[C:29]([Cl:33])[CH:28]=2)[N:26]=1. Given the product [BrH:20].[Cl:33][C:29]1[CH:28]=[C:27]([N:25]2[N:24]=[N:23][C:22]([CH2:21][PH:7]([C:1]3[CH:2]=[CH:3][CH:4]=[CH:5][CH:6]=3)([C:8]3[CH:13]=[CH:12][CH:11]=[CH:10][CH:9]=3)[C:14]3[CH:15]=[CH:16][CH:17]=[CH:18][CH:19]=3)=[N:26]2)[CH:32]=[CH:31][CH:30]=1, predict the reactants needed to synthesize it. (10) Given the product [CH3:30][N:8]([CH2:9][CH2:10][N:11]([CH3:29])[C:12]([C:14]1[S:18][C:17]([NH:33][CH3:31])=[CH:16][C:15]=1[CH3:28])=[O:13])[C:6](=[O:7])[O:5][C:1]([CH3:2])([CH3:3])[CH3:4], predict the reactants needed to synthesize it. The reactants are: [C:1]([O:5][C:6]([N:8]([CH3:30])[CH2:9][CH2:10][N:11]([CH3:29])[C:12]([C:14]1[S:18][C:17](CNC(=O)OC(C)(C)C)=[CH:16][C:15]=1[CH3:28])=[O:13])=[O:7])([CH3:4])([CH3:3])[CH3:2].[CH2:31]([N:33](CC)CC)C.C(OC(OC(C)(C)C)=O)(OC(C)(C)C)=O.